From a dataset of Full USPTO retrosynthesis dataset with 1.9M reactions from patents (1976-2016). Predict the reactants needed to synthesize the given product. Given the product [Br:10][C:6]1[CH:7]=[N:8][CH:9]=[C:2]([N:15]2[C:16](=[O:24])[C:17]3[S:18][C:19]4[CH2:20][CH2:21][CH2:22][CH2:23][C:11]=4[C:12]=3[CH:13]=[N:14]2)[C:3]=1[CH:4]=[O:5], predict the reactants needed to synthesize it. The reactants are: Br[C:2]1[CH:9]=[N:8][CH:7]=[C:6]([Br:10])[C:3]=1[CH:4]=[O:5].[C:11]12[CH2:23][CH2:22][CH2:21][CH2:20][C:19]=1[S:18][C:17]1[C:16](=[O:24])[NH:15][N:14]=[CH:13][C:12]2=1.C(=O)([O-])[O-].[Cs+].[Cs+].COC1C2C(=C3C(=CC=2)C(OC)=CC=N3)N=CC=1.